Dataset: Forward reaction prediction with 1.9M reactions from USPTO patents (1976-2016). Task: Predict the product of the given reaction. (1) Given the reactants [NH2:1][C:2]1[C:7]([NH2:8])=[CH:6][C:5]([C:9]2[C:10]([CH3:15])=[N:11][O:12][C:13]=2[CH3:14])=[CH:4][C:3]=1[C:16]([C:24]1[CH:29]=[CH:28][CH:27]=[CH:26][N:25]=1)([C:18]1[CH:23]=[CH:22][CH:21]=[CH:20][N:19]=1)[OH:17].[CH:30](O)=O, predict the reaction product. The product is: [CH3:15][C:10]1[C:9]([C:5]2[CH:4]=[C:3]([C:16]([C:18]3[CH:23]=[CH:22][CH:21]=[CH:20][N:19]=3)([C:24]3[CH:29]=[CH:28][CH:27]=[CH:26][N:25]=3)[OH:17])[C:2]3[N:1]=[CH:30][NH:8][C:7]=3[CH:6]=2)=[C:13]([CH3:14])[O:12][N:11]=1. (2) Given the reactants [F:1][C:2]1[CH:12]=[CH:11][CH:10]=[C:9]([F:13])[C:3]=1[C:4]([N:6]=[C:7]=[O:8])=[O:5].[CH3:14][C:15]1[C:22]([CH3:23])=[C:21]([S:24][C:25]([F:28])([F:27])[F:26])[CH:20]=[CH:19][C:16]=1[NH:17][CH3:18].CCCCCC, predict the reaction product. The product is: [F:1][C:2]1[CH:12]=[CH:11][CH:10]=[C:9]([F:13])[C:3]=1[C:4]([NH:6][C:7](=[O:8])[N:17]([C:16]1[CH:19]=[CH:20][C:21]([S:24][C:25]([F:28])([F:26])[F:27])=[C:22]([CH3:23])[C:15]=1[CH3:14])[CH3:18])=[O:5]. (3) Given the reactants [Cl:1][C:2]1[CH:7]=[CH:6][C:5]([N:8]2[C:12]([CH2:13][CH2:14][CH3:15])=[C:11]([C:16](Cl)=[O:17])[CH:10]=[N:9]2)=[CH:4][CH:3]=1.[CH:19]1([NH2:25])[CH2:24][CH2:23][CH2:22][CH2:21][CH2:20]1, predict the reaction product. The product is: [Cl:1][C:2]1[CH:7]=[CH:6][C:5]([N:8]2[C:12]([CH2:13][CH2:14][CH3:15])=[C:11]([C:16]([NH:25][CH:19]3[CH2:24][CH2:23][CH2:22][CH2:21][CH2:20]3)=[O:17])[CH:10]=[N:9]2)=[CH:4][CH:3]=1. (4) Given the reactants [CH:1]1(C(Cl)=O)CCCC1.[CH:9]1([C:14]([N:16]=[C:17]=[S:18])=[O:15])[CH2:13][CH2:12][CH2:11][CH2:10]1.[CH3:19][O:20][C:21]1[CH:22]=[C:23]2[C:28](=[CH:29][C:30]=1[O:31][CH3:32])[N:27]=[CH:26]N=[C:24]2[O:33][C:34]1[CH:40]=[CH:39][C:37]([NH2:38])=[CH:36][CH:35]=1.C1(C)C=CC=CC=1, predict the reaction product. The product is: [CH:9]1([C:14]([N:16]=[C:17]=[S:18])=[O:15])[CH2:13][CH2:12][CH2:11][CH2:10]1.[CH:9]1([C:14]([NH:16][C:17]([NH:38][C:37]2[CH:39]=[CH:40][C:34]([O:33][C:24]3[C:23]4[C:28](=[CH:29][C:30]([O:31][CH3:32])=[C:21]([O:20][CH3:19])[CH:22]=4)[N:27]=[CH:26][CH:1]=3)=[CH:35][CH:36]=2)=[S:18])=[O:15])[CH2:13][CH2:12][CH2:11][CH2:10]1. (5) The product is: [Cl:23][C:24]1[N:29]=[N:28][C:27]([NH:30][S:31]([C:34]2[CH:39]=[CH:38][CH:37]=[C:36]([O:40][C:41]([F:43])([F:44])[F:42])[CH:35]=2)(=[O:32])=[O:33])=[C:26]([OH:45])[CH:25]=1. Given the reactants ClC1N=NC(NS(CC2C=C(C#N)C=CC=2Cl)(=O)=O)=C(O)C=1.[Cl:23][C:24]1[N:29]=[N:28][C:27]([NH:30][S:31]([C:34]2[CH:39]=[CH:38][CH:37]=[C:36]([O:40][C:41]([F:44])([F:43])[F:42])[CH:35]=2)(=[O:33])=[O:32])=[C:26]([O:45]C)[CH:25]=1.ClC1N=NC(NS(CC2C=C(C#N)C=CC=2Cl)(=O)=O)=C(OC)C=1, predict the reaction product. (6) Given the reactants [CH3:1][N:2]([CH3:26])[C:3]([C:5]1[CH:17]=[C:16]([O:18]CC2C=CC=CC=2)[C:8]2[N:9]=[C:10]([CH:13]([CH3:15])[CH3:14])[N:11]([CH3:12])[C:7]=2[CH:6]=1)=[O:4].C(O)(=O)C, predict the reaction product. The product is: [CH3:26][N:2]([CH3:1])[C:3]([C:5]1[CH:17]=[C:16]([OH:18])[C:8]2[N:9]=[C:10]([CH:13]([CH3:15])[CH3:14])[N:11]([CH3:12])[C:7]=2[CH:6]=1)=[O:4]. (7) Given the reactants Cl[C:2](Cl)(Cl)[C:3]1[NH:7][C:6]2[CH:8]=[CH:9][C:10]([S:12]([CH2:15][CH2:16][OH:17])(=[O:14])=[O:13])=[CH:11][C:5]=2[N:4]=1.Cl.Cl.[CH:22]([N:25]1[CH2:30][CH2:29][CH:28]([NH2:31])[CH2:27][CH2:26]1)([CH3:24])[CH3:23].C([O-])(O)=[O:33].[Na+], predict the reaction product. The product is: [CH:22]([N:25]1[CH2:30][CH2:29][CH:28]([NH:31][C:2]([C:3]2[NH:7][C:6]3[CH:8]=[CH:9][C:10]([S:12]([CH2:15][CH2:16][OH:17])(=[O:14])=[O:13])=[CH:11][C:5]=3[N:4]=2)=[O:33])[CH2:27][CH2:26]1)([CH3:24])[CH3:23].